Predict the reactants needed to synthesize the given product. From a dataset of Full USPTO retrosynthesis dataset with 1.9M reactions from patents (1976-2016). (1) Given the product [CH2:28]([N:15]1[CH:14]=[N:13][C:12]2[C:16]1=[N:17][C:18]([NH:20][C@H:21]1[CH2:26][CH2:25][C@H:24]([OH:27])[CH2:23][CH2:22]1)=[N:19][C:11]=2[NH:10][C:6]1[CH:5]=[C:4]([CH:9]=[CH:8][CH:7]=1)[C:3]([OH:30])=[O:2])[CH3:29], predict the reactants needed to synthesize it. The reactants are: C[O:2][C:3](=[O:30])[C:4]1[CH:9]=[CH:8][CH:7]=[C:6]([NH:10][C:11]2[N:19]=[C:18]([NH:20][C@H:21]3[CH2:26][CH2:25][C@H:24]([OH:27])[CH2:23][CH2:22]3)[N:17]=[C:16]3[C:12]=2[N:13]=[CH:14][N:15]3[CH2:28][CH3:29])[CH:5]=1.O.[Li+].[OH-]. (2) Given the product [C:31]([CH2:30][C:28]1[NH:29][C:25]([C:21]2[C:22]([CH3:24])=[CH:23][C:2]([CH3:1])=[C:3]([CH:20]=2)[C:4]([N:6]2[CH2:7][CH2:8][CH:9]([C:12]3[CH:19]=[CH:18][C:15]([C:16]#[N:17])=[CH:14][CH:13]=3)[CH2:10][CH2:11]2)=[O:5])=[N:26][N:27]=1)#[N:37], predict the reactants needed to synthesize it. The reactants are: [CH3:1][C:2]1[CH:23]=[C:22]([CH3:24])[C:21]([C:25]2[NH:29][C:28]([CH2:30][CH:31]3CCOC3)=[N:27][N:26]=2)=[CH:20][C:3]=1[C:4]([N:6]1[CH2:11][CH2:10][CH:9]([C:12]2[CH:19]=[CH:18][C:15]([C:16]#[N:17])=[CH:14][CH:13]=2)[CH2:8][CH2:7]1)=[O:5].C(CC(NN)=O)#[N:37].O1CCC(CC(NN)=O)C1. (3) Given the product [O:11]1[CH2:12][CH2:13][CH2:14][CH2:15][CH:10]1[O:9][CH2:8][CH2:7][C:6]1[CH:16]=[CH:17][C:3]([CH:20]=[O:21])=[CH:4][CH:5]=1, predict the reactants needed to synthesize it. The reactants are: [Mg].Br[C:3]1[CH:17]=[CH:16][C:6]([CH2:7][CH2:8][O:9][CH:10]2[CH2:15][CH2:14][CH2:13][CH2:12][O:11]2)=[CH:5][CH:4]=1.C1C[O:21][CH2:20]C1.C(Br)C. (4) Given the product [O:16]1[CH:20]=[CH:19][C:18]([C:2]2[C:10]3[C:5](=[CH:6][CH:7]=[CH:8][CH:9]=3)[NH:4][C:3]=2[C:11]([O:13][CH2:14][CH3:15])=[O:12])=[CH:17]1, predict the reactants needed to synthesize it. The reactants are: Br[C:2]1[C:10]2[C:5](=[CH:6][CH:7]=[CH:8][CH:9]=2)[NH:4][C:3]=1[C:11]([O:13][CH2:14][CH3:15])=[O:12].[O:16]1[CH:20]=[CH:19][C:18](B(O)O)=[CH:17]1.C(=O)([O-])[O-].[Na+].[Na+]. (5) Given the product [O:1]=[C:2]1[CH2:7][CH2:6][N:5]([C:8]([O:10][CH2:11][C:12]2[CH:13]=[CH:14][CH:15]=[CH:16][CH:17]=2)=[O:9])[CH2:4][CH2:3][CH:22]1[C:21]([O:20][CH2:18][CH3:19])=[O:25], predict the reactants needed to synthesize it. The reactants are: [O:1]=[C:2]1[CH2:7][CH2:6][N:5]([C:8]([O:10][CH2:11][C:12]2[CH:17]=[CH:16][CH:15]=[CH:14][CH:13]=2)=[O:9])[CH2:4][CH2:3]1.[CH2:18]([O:20][C:21](=[O:25])[CH:22]=[N+]=[N-])[CH3:19].B(F)(F)F.CCOCC.